Dataset: Reaction yield outcomes from USPTO patents with 853,638 reactions. Task: Predict the reaction yield, written as a fraction of the theoretical maximum amount of product (1.0 means a 100% yield; for example, 0.34 means a 34% yield). (1) The reactants are Br[C:2]1[CH:14]=[C:13]([CH3:15])[C:12]([O:16][C:17]2[N:21]([CH3:22])[N:20]=[C:19]([CH3:23])[C:18]=2[CH3:24])=[CH:11][C:3]=1[O:4][C@@H:5]([CH3:10])[C:6]([O:8]C)=[O:7].[C:25]([C:27]1[CH:32]=[CH:31][C:30](OB(O)O)=[CH:29][CH:28]=1)#[N:26].[F-].[K+].C(#N)C. The catalyst is C1C=CC([P]([Pd]([P](C2C=CC=CC=2)(C2C=CC=CC=2)C2C=CC=CC=2)([P](C2C=CC=CC=2)(C2C=CC=CC=2)C2C=CC=CC=2)[P](C2C=CC=CC=2)(C2C=CC=CC=2)C2C=CC=CC=2)(C2C=CC=CC=2)C2C=CC=CC=2)=CC=1.O. The product is [C:25]([C:27]1[CH:32]=[CH:31][C:30]([C:2]2[CH:14]=[C:13]([CH3:15])[C:12]([O:16][C:17]3[N:21]([CH3:22])[N:20]=[C:19]([CH3:23])[C:18]=3[CH3:24])=[CH:11][C:3]=2[O:4][C@@H:5]([CH3:10])[C:6]([OH:8])=[O:7])=[CH:29][CH:28]=1)#[N:26]. The yield is 0.510. (2) The reactants are [CH2:1](Br)[C:2]1[CH:7]=[CH:6][CH:5]=[CH:4][CH:3]=1.[CH2:9]([O:11][C:12](=[O:33])[C:13]1[CH:18]=[CH:17][N:16]=[C:15]([N:19]2[C:23]([CH3:24])=[CH:22][CH:21]=[C:20]2[C:25]2[CH:30]=[C:29]([Cl:31])[CH:28]=[CH:27][C:26]=2[OH:32])[CH:14]=1)[CH3:10].C([O-])([O-])=O.[K+].[K+]. The catalyst is CN(C=O)C.CCOC(C)=O. The product is [CH2:9]([O:11][C:12](=[O:33])[C:13]1[CH:18]=[CH:17][N:16]=[C:15]([N:19]2[C:23]([CH3:24])=[CH:22][CH:21]=[C:20]2[C:25]2[CH:30]=[C:29]([Cl:31])[CH:28]=[CH:27][C:26]=2[O:32][CH2:1][C:2]2[CH:7]=[CH:6][CH:5]=[CH:4][CH:3]=2)[CH:14]=1)[CH3:10]. The yield is 0.700. (3) The reactants are Br[C:2]1[CH:3]=[CH:4][C:5]2[O:10][C:9]([F:12])([F:11])[O:8][C:7]([F:14])([F:13])[C:6]=2[CH:15]=1. The catalyst is CO.CC#N.CCN(CC)CC.C1C=CC([P]([Pd]([P](C2C=CC=CC=2)(C2C=CC=CC=2)C2C=CC=CC=2)([P](C2C=CC=CC=2)(C2C=CC=CC=2)C2C=CC=CC=2)[P](C2C=CC=CC=2)(C2C=CC=CC=2)C2C=CC=CC=2)(C2C=CC=CC=2)C2C=CC=CC=2)=CC=1. The product is [CH3:7][O:8][C:9]([C:2]1[CH:3]=[CH:4][C:5]2[O:10][C:9]([F:12])([F:11])[O:8][C:7]([F:14])([F:13])[C:6]=2[CH:15]=1)=[O:10]. The yield is 0.850. (4) The reactants are O[CH:2]([C:7]1[C:16]2[C:15](=[O:17])[N:14]([CH2:18][CH2:19][CH2:20][O:21][CH:22]3CCCC[O:23]3)[C:13](=[O:28])[N:12]([CH3:29])[C:11]=2[N:10]=[CH:9][C:8]=1[C:30]1[CH:35]=[CH:34][CH:33]=[CH:32][C:31]=1[CH:36]([CH3:38])[CH3:37])[CH2:3][CH:4]([CH3:6])[CH3:5]. The catalyst is C(O)=O.[Zn]. The product is [CH:22]([O:21][CH2:20][CH2:19][CH2:18][N:14]1[C:15](=[O:17])[C:16]2[C:7]([CH2:2][CH2:3][CH:4]([CH3:6])[CH3:5])=[C:8]([C:30]3[CH:35]=[CH:34][CH:33]=[CH:32][C:31]=3[CH:36]([CH3:38])[CH3:37])[CH:9]=[N:10][C:11]=2[N:12]([CH3:29])[C:13]1=[O:28])=[O:23]. The yield is 0.579. (5) The reactants are [C:1]([C:4]1[CH:9]=[CH:8][C:7]([S:10]([NH2:13])(=[O:12])=[O:11])=[C:6]([F:14])[CH:5]=1)(=[O:3])[CH3:2].[Br:15]Br. The catalyst is C(O)(=O)C. The product is [Br:15][CH2:2][C:1]([C:4]1[CH:9]=[CH:8][C:7]([S:10]([NH2:13])(=[O:12])=[O:11])=[C:6]([F:14])[CH:5]=1)=[O:3]. The yield is 0.600. (6) The reactants are [C:1]1([C:7]2[CH:12]=[C:11]([C:13]3[CH:18]=[CH:17][CH:16]=[CH:15][CH:14]=3)[N:10]=[C:9]([O:19][CH2:20][CH2:21]CC#N)[CH:8]=2)[CH:6]=[CH:5][CH:4]=[CH:3][CH:2]=1.[C:25]([OH:28])(=[O:27])[CH3:26]. The catalyst is Cl.O. The product is [C:1]1([C:7]2[CH:12]=[C:11]([C:13]3[CH:18]=[CH:17][CH:16]=[CH:15][CH:14]=3)[N:10]=[C:9]([O:19][CH2:20][CH2:21][CH2:26][C:25]([OH:28])=[O:27])[CH:8]=2)[CH:6]=[CH:5][CH:4]=[CH:3][CH:2]=1. The yield is 0.130. (7) The reactants are [CH3:1][C:2]1([CH3:14])[O:6][C@@H:5]([CH2:7][CH2:8]OS(C)(=O)=O)[CH2:4][O:3]1.[N-:15]=[N+:16]=[N-:17].[Na+]. The catalyst is CN(C)C=O. The product is [N:15]([CH2:8][CH2:7][C@H:5]1[CH2:4][O:3][C:2]([CH3:14])([CH3:1])[O:6]1)=[N+:16]=[N-:17]. The yield is 0.880.